From a dataset of Full USPTO retrosynthesis dataset with 1.9M reactions from patents (1976-2016). Predict the reactants needed to synthesize the given product. (1) Given the product [CH:22]([C:21]1[N:14]2[C:15]([C:16](=[O:18])[N:17]3[CH2:2][CH:3]([C:4]4[CH:9]=[CH:8][C:7]([CH3:10])=[CH:6][CH:5]=4)[N:11]=[C:12]3[NH:13]2)=[CH:19][N:20]=1)([CH3:24])[CH3:23], predict the reactants needed to synthesize it. The reactants are: O[CH2:2][CH:3]([NH:11][C:12]1[NH:13][N:14]2[C:21]([CH:22]([CH3:24])[CH3:23])=[N:20][CH:19]=[C:15]2[C:16](=[O:18])[N:17]=1)[C:4]1[CH:9]=[CH:8][C:7]([CH3:10])=[CH:6][CH:5]=1.S(Cl)(C)(=O)=O. (2) Given the product [CH2:14]([CH:2]1[O:13][C:5]2=[N:6][C:7]3[C:12]([N:4]2[CH2:3]1)=[CH:11][CH:10]=[N:9][CH:8]=3)[CH2:15][CH2:16][CH2:17][CH2:18][CH3:19].[CH2:33]([CH:21]1[O:32][C:24]2=[N:25][C:26]3[CH:31]=[CH:30][N:29]=[CH:28][C:27]=3[N:23]2[CH2:22]1)[CH2:34][CH2:35][CH2:36][CH2:37][CH3:38], predict the reactants needed to synthesize it. The reactants are: O[CH:2]([CH2:14][CH2:15][CH2:16][CH2:17][CH2:18][CH3:19])[CH2:3][N:4]1[C:12]2[CH:11]=[CH:10][N:9]=[CH:8][C:7]=2[NH:6][C:5]1=[O:13].O[CH:21]([CH2:33][CH2:34][CH2:35][CH2:36][CH2:37][CH3:38])[CH2:22][N:23]1[C:27]2[CH:28]=[N:29][CH:30]=[CH:31][C:26]=2[NH:25][C:24]1=[O:32].C1(P(C2C=CC=CC=2)C2C=CC=CC=2)C=CC=CC=1.CC(OC(/N=N/C(OC(C)C)=O)=O)C. (3) Given the product [CH3:26][C:21]1([CH3:27])[C:22]([CH3:25])([CH3:24])[O:23][B:19]([C:2]2[CH:3]=[C:4]3[N:10]([CH2:11][O:12][CH2:13][CH2:14][Si:15]([CH3:18])([CH3:17])[CH3:16])[CH:9]=[N:8][C:5]3=[N:6][CH:7]=2)[O:20]1, predict the reactants needed to synthesize it. The reactants are: Br[C:2]1[CH:3]=[C:4]2[N:10]([CH2:11][O:12][CH2:13][CH2:14][Si:15]([CH3:18])([CH3:17])[CH3:16])[CH:9]=[N:8][C:5]2=[N:6][CH:7]=1.[B:19]1([B:19]2[O:23][C:22]([CH3:25])([CH3:24])[C:21]([CH3:27])([CH3:26])[O:20]2)[O:23][C:22]([CH3:25])([CH3:24])[C:21]([CH3:27])([CH3:26])[O:20]1.C1(P(C2CCCCC2)C2CCCCC2)CCCCC1.C([O-])(=O)C.[K+]. (4) Given the product [OH:5][C:6]1[C:23]([N+:1]([O-:4])=[O:2])=[CH:22][C:9]2[CH2:10][CH2:11][N:12]([C:15]([O:17][C:18]([CH3:20])([CH3:21])[CH3:19])=[O:16])[CH2:13][CH2:14][C:8]=2[C:7]=1[CH3:24], predict the reactants needed to synthesize it. The reactants are: [N+:1]([O-:4])(O)=[O:2].[OH:5][C:6]1[CH:23]=[CH:22][C:9]2[CH2:10][CH2:11][N:12]([C:15]([O:17][C:18]([CH3:21])([CH3:20])[CH3:19])=[O:16])[CH2:13][CH2:14][C:8]=2[C:7]=1[CH3:24].C(Cl)Cl.CO.[NH4+].[OH-]. (5) Given the product [CH3:16][C:17]1([CH3:19])[O:1][C@@H:2]2[C@@H:3]([C@@H:5]([OH:6])[C@@H:7]([CH2:9][OH:10])[O:8]2)[O:4]1, predict the reactants needed to synthesize it. The reactants are: [O:1]=[CH:2][C@@H:3]([C@H:5]([C@@H:7]([CH2:9][OH:10])[OH:8])[OH:6])[OH:4].OS(O)(=O)=O.[CH3:16][C:17]([CH3:19])=O. (6) Given the product [F:19][C@H:20]1[C@@H:25]([O:26][C:27]2[CH:34]=[CH:33][C:32]([C:2]3[N:3]=[C:4]([NH:8][C:9]4[CH:14]=[CH:13][N:12]=[C:11]([C:15]([OH:18])([CH3:17])[CH3:16])[CH:10]=4)[N:5]=[CH:6][N:7]=3)=[CH:31][C:28]=2[C:29]#[N:30])[CH2:24][CH2:23][N:22]([C:44](=[O:48])[C@@H:45]([OH:47])[CH3:46])[CH2:21]1, predict the reactants needed to synthesize it. The reactants are: Cl[C:2]1[N:7]=[CH:6][N:5]=[C:4]([NH:8][C:9]2[CH:14]=[CH:13][N:12]=[C:11]([C:15]([OH:18])([CH3:17])[CH3:16])[CH:10]=2)[N:3]=1.[F:19][C@H:20]1[C@@H:25]([O:26][C:27]2[CH:34]=[CH:33][C:32](B3OC(C)(C)C(C)(C)O3)=[CH:31][C:28]=2[C:29]#[N:30])[CH2:24][CH2:23][N:22]([C:44](=[O:48])[C@@H:45]([OH:47])[CH3:46])[CH2:21]1.C(=O)([O-])[O-].[Na+].[Na+].